Dataset: Reaction yield outcomes from USPTO patents with 853,638 reactions. Task: Predict the reaction yield, written as a fraction of the theoretical maximum amount of product (1.0 means a 100% yield; for example, 0.34 means a 34% yield). (1) The reactants are [NH2:1][C:2]1[NH:7][C:6](=[O:8])[C:5]2=[CH:9][N:10]=[C:11]([C@H:12]3[CH2:17][CH2:16][C@H:15]([C:18]([O:20][CH3:21])=[O:19])[CH2:14][CH2:13]3)[N:4]2[N:3]=1.[I:22]N1C(=O)CCC1=O. The catalyst is CN(C)C=O. The product is [NH2:1][C:2]1[NH:7][C:6](=[O:8])[C:5]2=[C:9]([I:22])[N:10]=[C:11]([C@H:12]3[CH2:13][CH2:14][C@H:15]([C:18]([O:20][CH3:21])=[O:19])[CH2:16][CH2:17]3)[N:4]2[N:3]=1. The yield is 0.799. (2) The reactants are [C:1]([O:5][C:6](=[O:13])[N:7]([CH2:9][CH2:10][CH2:11][NH2:12])[CH3:8])([CH3:4])([CH3:3])[CH3:2].C(=O)([O-])[O-].[Na+].[Na+].Cl[C:21]([O:23][CH2:24][CH:25]1[C:37]2[CH:36]=[CH:35][CH:34]=[CH:33][C:32]=2[C:31]2[C:26]1=[CH:27][CH:28]=[CH:29][CH:30]=2)=[O:22]. The catalyst is O.O1CCOCC1. The product is [C:1]([O:5][C:6](=[O:13])[N:7]([CH2:9][CH2:10][CH2:11][NH:12][C:21]([O:23][CH2:24][CH:25]1[C:26]2[CH:27]=[CH:28][CH:29]=[CH:30][C:31]=2[C:32]2[C:37]1=[CH:36][CH:35]=[CH:34][CH:33]=2)=[O:22])[CH3:8])([CH3:4])([CH3:2])[CH3:3]. The yield is 0.770. (3) The reactants are N1C2C(=CC=C3C=2N=CC=C3)C=CC=1.I[C:16]1[CH:21]=[CH:20][C:19]([O:22][CH3:23])=[CH:18][CH:17]=1.[CH:24]([OH:27])([CH3:26])[CH3:25]. The catalyst is [Cu]I. The product is [CH:24]([O:27][C:16]1[CH:21]=[CH:20][C:19]([O:22][CH3:23])=[CH:18][CH:17]=1)([CH3:26])[CH3:25]. The yield is 0.830. (4) The reactants are Cl[C:2]1[CH:7]=[C:6]([O:8][CH3:9])[CH:5]=[CH:4][N:3]=1.[C:10]1([CH2:16][SH:17])[CH:15]=[CH:14][CH:13]=[CH:12][CH:11]=1.C(N(CC)C(C)C)(C)C.C1(P(C2C=CC=CC=2)C2C3OC4C(=CC=CC=4P(C4C=CC=CC=4)C4C=CC=CC=4)C(C)(C)C=3C=CC=2)C=CC=CC=1. The catalyst is C1(C)C=CC=CC=1.C1C=CC(/C=C/C(/C=C/C2C=CC=CC=2)=O)=CC=1.C1C=CC(/C=C/C(/C=C/C2C=CC=CC=2)=O)=CC=1.C1C=CC(/C=C/C(/C=C/C2C=CC=CC=2)=O)=CC=1.[Pd].[Pd]. The product is [CH2:16]([S:17][C:2]1[CH:7]=[C:6]([O:8][CH3:9])[CH:5]=[CH:4][N:3]=1)[C:10]1[CH:15]=[CH:14][CH:13]=[CH:12][CH:11]=1. The yield is 0.380. (5) The reactants are I[C:2]1[C:3]([O:10][CH3:11])=[N:4][C:5]([O:8][CH3:9])=[N:6][CH:7]=1.[Cl:12][C:13]1[C:18](B(O)O)=[CH:17][C:16]([F:22])=[CH:15][N:14]=1.C([O-])([O-])=O.[Na+].[Na+].C1C=CC(P(C2C=CC=CC=2)C2C=CC=CC=2)=CC=1. The catalyst is C(O)CC.CC([O-])=O.CC([O-])=O.[Pd+2]. The product is [Cl:12][C:13]1[C:18]([C:2]2[C:3]([O:10][CH3:11])=[N:4][C:5]([O:8][CH3:9])=[N:6][CH:7]=2)=[CH:17][C:16]([F:22])=[CH:15][N:14]=1. The yield is 0.270. (6) The product is [F:24][C:20]1[CH:19]=[C:18]([C:13]2[C:12]([CH2:11][NH:10][C:7]3[CH:8]=[CH:9][C:4]([C:3]([NH:29][CH:26]([CH3:28])[CH3:27])=[O:25])=[CH:5][N:6]=3)=[C:16]([CH3:17])[O:15][N:14]=2)[CH:23]=[CH:22][CH:21]=1. The yield is 0.330. No catalyst specified. The reactants are CO[C:3](=[O:25])[C:4]1[CH:9]=[CH:8][C:7]([NH:10][CH2:11][C:12]2[C:13]([C:18]3[CH:23]=[CH:22][CH:21]=[C:20]([F:24])[CH:19]=3)=[N:14][O:15][C:16]=2[CH3:17])=[N:6][CH:5]=1.[CH:26]([NH2:29])([CH3:28])[CH3:27]. (7) The reactants are [CH3:13][C:12]([O:11][C:9](O[C:9]([O:11][C:12]([CH3:15])([CH3:14])[CH3:13])=[O:10])=[O:10])([CH3:15])[CH3:14].[CH2:16]([NH:23][C:24]1([CH2:28][CH2:29][NH2:30])[CH2:27][CH2:26][CH2:25]1)[C:17]1[CH:22]=[CH:21][CH:20]=[CH:19][CH:18]=1. The catalyst is C1COCC1. The product is [CH2:16]([NH:23][C:24]1([CH:28]([C:9]([O:11][C:12]([CH3:13])([CH3:14])[CH3:15])=[O:10])[CH2:29][NH2:30])[CH2:27][CH2:26][CH2:25]1)[C:17]1[CH:22]=[CH:21][CH:20]=[CH:19][CH:18]=1. The yield is 0.540. (8) The reactants are [CH:1]1([O:6][C:7]2[CH:8]=[C:9]([CH:15]3[CH2:19][N:18]([CH2:20][C:21]([O-:23])=[O:22])[C:17](=[O:24])[CH2:16]3)[CH:10]=[CH:11][C:12]=2[O:13][CH3:14])[CH2:5][CH2:4][CH2:3][CH2:2]1.[OH-].[K+].Cl.O. The catalyst is CO. The product is [CH:1]1([O:6][C:7]2[CH:8]=[C:9]([CH:15]3[CH2:19][N:18]([CH2:20][C:21]([OH:23])=[O:22])[C:17](=[O:24])[CH2:16]3)[CH:10]=[CH:11][C:12]=2[O:13][CH3:14])[CH2:5][CH2:4][CH2:3][CH2:2]1. The yield is 1.00. (9) The catalyst is [Pd]. The product is [F:1][C:2]1[CH:7]=[C:6]([NH:8][C:9]2[N:10]=[CH:11][CH:12]=[CH:13][N:14]=2)[C:5]([NH2:15])=[CH:4][CH:3]=1. The reactants are [F:1][C:2]1[CH:3]=[CH:4][C:5]([N+:15]([O-])=O)=[C:6]([NH:8][C:9]2[N:14]=[CH:13][CH:12]=[CH:11][N:10]=2)[CH:7]=1. The yield is 0.740. (10) The yield is 0.950. The catalyst is ClCCCl. The product is [CH2:1]([S:8][CH:9]([CH2:34][N:36]1[CH2:41][CH2:40][S:39][CH2:38][CH2:37]1)[CH2:10][NH:11][C:12]([C:14]1[NH:15][C:16]2[C:21]([CH:22]=1)=[CH:20][CH:19]=[CH:18][C:17]=2[N:23]([CH3:33])[S:24]([C:27]1[CH:32]=[CH:31][CH:30]=[CH:29][N:28]=1)(=[O:26])=[O:25])=[O:13])[C:2]1[CH:3]=[CH:4][CH:5]=[CH:6][CH:7]=1. The reactants are [CH2:1]([S:8][CH:9]([CH:34]=O)[CH2:10][NH:11][C:12]([C:14]1[NH:15][C:16]2[C:21]([CH:22]=1)=[CH:20][CH:19]=[CH:18][C:17]=2[N:23]([CH3:33])[S:24]([C:27]1[CH:32]=[CH:31][CH:30]=[CH:29][N:28]=1)(=[O:26])=[O:25])=[O:13])[C:2]1[CH:7]=[CH:6][CH:5]=[CH:4][CH:3]=1.[NH:36]1[CH2:41][CH2:40][S:39][CH2:38][CH2:37]1.C(O[BH-](OC(=O)C)OC(=O)C)(=O)C.[Na+].Cl.